From a dataset of NCI-60 drug combinations with 297,098 pairs across 59 cell lines. Regression. Given two drug SMILES strings and cell line genomic features, predict the synergy score measuring deviation from expected non-interaction effect. (1) Drug 1: CC1OCC2C(O1)C(C(C(O2)OC3C4COC(=O)C4C(C5=CC6=C(C=C35)OCO6)C7=CC(=C(C(=C7)OC)O)OC)O)O. Drug 2: COC1=CC(=CC(=C1O)OC)C2C3C(COC3=O)C(C4=CC5=C(C=C24)OCO5)OC6C(C(C7C(O6)COC(O7)C8=CC=CS8)O)O. Cell line: HOP-92. Synergy scores: CSS=53.8, Synergy_ZIP=-5.05, Synergy_Bliss=-1.81, Synergy_Loewe=1.66, Synergy_HSA=4.43. (2) Drug 1: CCC1=CC2CC(C3=C(CN(C2)C1)C4=CC=CC=C4N3)(C5=C(C=C6C(=C5)C78CCN9C7C(C=CC9)(C(C(C8N6C)(C(=O)OC)O)OC(=O)C)CC)OC)C(=O)OC.C(C(C(=O)O)O)(C(=O)O)O. Drug 2: CC1CCC2CC(C(=CC=CC=CC(CC(C(=O)C(C(C(=CC(C(=O)CC(OC(=O)C3CCCCN3C(=O)C(=O)C1(O2)O)C(C)CC4CCC(C(C4)OC)OCCO)C)C)O)OC)C)C)C)OC. Cell line: COLO 205. Synergy scores: CSS=41.8, Synergy_ZIP=2.62, Synergy_Bliss=3.05, Synergy_Loewe=2.77, Synergy_HSA=4.87. (3) Drug 2: COC1=C2C(=CC3=C1OC=C3)C=CC(=O)O2. Synergy scores: CSS=-2.26, Synergy_ZIP=4.26, Synergy_Bliss=-4.62, Synergy_Loewe=-4.30, Synergy_HSA=-3.95. Cell line: HCT116. Drug 1: CC1=CC2C(CCC3(C2CCC3(C(=O)C)OC(=O)C)C)C4(C1=CC(=O)CC4)C.